This data is from Catalyst prediction with 721,799 reactions and 888 catalyst types from USPTO. The task is: Predict which catalyst facilitates the given reaction. (1) Reactant: [CH3:1][C:2]1[CH:6]=[C:5]([CH3:7])[N:4]([C:8]2[N:13]=[C:12]([C:14]3[O:15][C:16]([CH3:19])=[CH:17][CH:18]=3)[N:11]=[C:10]([NH2:20])[CH:9]=2)[N:3]=1.[H-].[Na+].[N:23]1([C:28](Cl)=[O:29])[CH2:27][CH2:26][CH2:25][CH2:24]1. Product: [CH3:1][C:2]1[CH:6]=[C:5]([CH3:7])[N:4]([C:8]2[N:13]=[C:12]([C:14]3[O:15][C:16]([CH3:19])=[CH:17][CH:18]=3)[N:11]=[C:10]([NH:20][C:28]([N:23]3[CH2:27][CH2:26][CH2:25][CH2:24]3)=[O:29])[CH:9]=2)[N:3]=1. The catalyst class is: 1. (2) Reactant: [N:1]([CH2:4][CH2:5][C:6]1[CH:14]=[C:9]2[CH:10]=[CH:11][CH:12]=[CH:13][N:8]2[N:7]=1)=[N+]=[N-].C1(P(C2C=CC=CC=2)C2C=CC=CC=2)C=CC=CC=1. Product: [N:7]1[N:8]2[CH:13]=[CH:12][CH:11]=[CH:10][C:9]2=[CH:14][C:6]=1[CH2:5][CH2:4][NH2:1]. The catalyst class is: 1.